From a dataset of Reaction yield outcomes from USPTO patents with 853,638 reactions. Predict the reaction yield, written as a fraction of the theoretical maximum amount of product (1.0 means a 100% yield; for example, 0.34 means a 34% yield). The yield is 0.320. The catalyst is ClCCl. The reactants are [CH3:1][N:2]([C@@H:10]([CH2:29][CH:30]([CH3:32])[CH3:31])[CH2:11][O:12][C:13]1[CH:14]=[CH:15][C:16]2[C:25]3[C:20](=[CH:21][N:22]=[CH:23][CH:24]=3)[C:19](=[O:26])[N:18]([CH3:27])[C:17]=2[CH:28]=1)C(=O)OC(C)(C)C.Cl.CCOCC. The product is [CH3:27][N:18]1[C:17]2[CH:28]=[C:13]([O:12][CH2:11][C@@H:10]([NH:2][CH3:1])[CH2:29][CH:30]([CH3:32])[CH3:31])[CH:14]=[CH:15][C:16]=2[C:25]2[C:20](=[CH:21][N:22]=[CH:23][CH:24]=2)[C:19]1=[O:26].